This data is from Full USPTO retrosynthesis dataset with 1.9M reactions from patents (1976-2016). The task is: Predict the reactants needed to synthesize the given product. (1) Given the product [Cl:1][C:2]1[CH:7]=[CH:6][C:5]([CH2:8][CH2:9][CH2:10][NH:11][C@H:16]2[CH2:17][CH2:18][C@H:13]([C:20]3[CH:29]=[CH:28][C:23]4[NH:24][C:25](=[O:27])[O:26][C:22]=4[CH:21]=3)[CH2:14][CH2:15]2)=[C:4]([F:12])[CH:3]=1, predict the reactants needed to synthesize it. The reactants are: [Cl:1][C:2]1[CH:7]=[CH:6][C:5]([CH2:8][CH2:9][CH2:10][NH2:11])=[C:4]([F:12])[CH:3]=1.[CH:13]1([C:20]2[CH:29]=[CH:28][C:23]3[NH:24][C:25](=[O:27])[O:26][C:22]=3[CH:21]=2)[CH2:18][CH2:17][C:16](=O)[CH2:15][CH2:14]1. (2) Given the product [C:1]([O:9][C:10]1[CH:11]=[C:12]2[C:17](=[CH:18][C:19]=1[O:20][CH2:21][CH:22]1[CH2:27][CH2:26][N:25]([CH3:28])[CH2:24][CH2:23]1)[N:16]=[CH:15][N:14]=[C:13]2[Cl:32])(=[O:8])[C:2]1[CH:7]=[CH:6][CH:5]=[CH:4][CH:3]=1, predict the reactants needed to synthesize it. The reactants are: [C:1]([O:9][C:10]1[CH:11]=[C:12]2[C:17](=[CH:18][C:19]=1[O:20][CH2:21][CH:22]1[CH2:27][CH2:26][N:25]([CH3:28])[CH2:24][CH2:23]1)[N:16]=[CH:15][N:14]=[C:13]2O)(=[O:8])[C:2]1[CH:7]=[CH:6][CH:5]=[CH:4][CH:3]=1.S(Cl)([Cl:32])=O. (3) The reactants are: [CH3:1][C:2]1[C:3](=[O:8])[NH:4][C:5](=[O:7])[CH:6]=1.[Sn](Cl)(Cl)(Cl)Cl.C(=O)([O-])[O-].[K+].[K+].[CH3:20][O:21][CH2:22]OC. Given the product [CH3:20][O:21][CH2:22][N:4]1[C:5](=[O:7])[CH:6]=[C:2]([CH3:1])[C:3]1=[O:8], predict the reactants needed to synthesize it. (4) Given the product [O:12]=[C:11]1[CH2:10][C:9]([C:5]2[CH:4]=[C:3]([CH:8]=[CH:7][CH:6]=2)[C:1]#[N:2])=[N:25][C:15]2[CH:16]=[CH:17][C:18]([N:20]3[CH:24]=[CH:23][CH:22]=[CH:21]3)=[CH:19][C:14]=2[NH:13]1, predict the reactants needed to synthesize it. The reactants are: [C:1]([C:3]1[CH:4]=[C:5]([C:9](=O)[CH2:10][C:11]([NH:13][C:14]2[CH:19]=[C:18]([N:20]3[CH:24]=[CH:23][CH:22]=[CH:21]3)[CH:17]=[CH:16][C:15]=2[N+:25]([O-])=O)=[O:12])[CH:6]=[CH:7][CH:8]=1)#[N:2].O.O.Cl[Sn]Cl. (5) Given the product [Br:13][C:14]1[CH:33]=[CH:32][C:17]2[O:18][CH2:7][C:8]3([C:10]4[S:25][C:24]([C:26]([O:28][CH2:29][CH3:30])=[O:27])=[N:23][C:22]=4[C:16]=2[CH:15]=1)[CH2:9][O:11]3, predict the reactants needed to synthesize it. The reactants are: CS(I)(C)(C)=O.[CH3:7][C:8]([O-:11])([CH3:10])[CH3:9].[K+].[Br:13][C:14]1[CH:33]=[CH:32][C:17]2[O:18]CC(=O)C3[S:25][C:24]([C:26]([O:28][CH2:29][CH3:30])=[O:27])=[N:23][C:22]=3[C:16]=2[CH:15]=1. (6) Given the product [S:37]1[C:33]2[CH:32]=[CH:31][C:30]([C:2]3[CH:21]=[CH:20][C:5]([C:6]([N:8]4[CH2:13][CH2:12][N:11]([C:14]([C:16]5([OH:19])[CH2:18][CH2:17]5)=[O:15])[CH2:10][CH2:9]4)=[O:7])=[CH:4][CH:3]=3)=[CH:38][C:34]=2[N:35]=[CH:36]1, predict the reactants needed to synthesize it. The reactants are: Br[C:2]1[CH:21]=[CH:20][C:5]([C:6]([N:8]2[CH2:13][CH2:12][N:11]([C:14]([C:16]3([OH:19])[CH2:18][CH2:17]3)=[O:15])[CH2:10][CH2:9]2)=[O:7])=[CH:4][CH:3]=1.CC1(C)C(C)(C)OB([C:30]2[CH:31]=[CH:32][C:33]3[S:37][CH:36]=[N:35][C:34]=3[CH:38]=2)O1.C(=O)([O-])[O-].[Na+].[Na+].